From a dataset of Forward reaction prediction with 1.9M reactions from USPTO patents (1976-2016). Predict the product of the given reaction. (1) Given the reactants [F:1][C:2]([F:20])([F:19])[O:3][C:4]1[CH:9]=[CH:8][CH:7]=[CH:6][C:5]=1[C:10]1[CH:11]=[C:12]([CH:16]=[CH:17][CH:18]=1)[C:13]([NH2:15])=O.COC(OC)[N:24]([CH3:26])C.O.[NH2:30]N, predict the reaction product. The product is: [F:1][C:2]([F:20])([F:19])[O:3][C:4]1[CH:9]=[CH:8][CH:7]=[CH:6][C:5]=1[C:10]1[CH:11]=[C:12]([C:13]2[N:24]=[CH:26][NH:30][N:15]=2)[CH:16]=[CH:17][CH:18]=1. (2) The product is: [CH3:25][C:26]1[CH:31]=[CH:30][C:29]([S:32]([O:1][CH2:2][CH2:3][CH2:4][CH2:5][CH2:6][CH2:7][CH2:8][CH2:9][NH:10][C:11]([O:12][C:13]([CH3:14])([CH3:16])[CH3:15])=[O:17])(=[O:34])=[O:33])=[CH:28][CH:27]=1. Given the reactants [OH:1][CH2:2][CH2:3][CH2:4][CH2:5][CH2:6][CH2:7][CH2:8][CH2:9][NH:10][C:11](=[O:17])[O:12][C:13]([CH3:16])([CH3:15])[CH3:14].CCN(CC)CC.[CH3:25][C:26]1[CH:31]=[CH:30][C:29]([S:32](Cl)(=[O:34])=[O:33])=[CH:28][CH:27]=1, predict the reaction product. (3) Given the reactants [C:1]1([S:7]([CH2:10][C:11]2[CH:16]=[C:15]([F:17])[CH:14]=[C:13]([O:18][CH2:19][CH2:20]Cl)[C:12]=2[NH2:22])(=[O:9])=[O:8])[CH:6]=[CH:5][CH:4]=[CH:3][CH:2]=1.[N-:23]=[N+:24]=[N-:25].[Na+], predict the reaction product. The product is: [N:23]([CH2:20][CH2:19][O:18][C:13]1[CH:14]=[C:15]([F:17])[CH:16]=[C:11]([CH2:10][S:7]([C:1]2[CH:6]=[CH:5][CH:4]=[CH:3][CH:2]=2)(=[O:9])=[O:8])[C:12]=1[NH2:22])=[N+:24]=[N-:25]. (4) Given the reactants Br[C:2]1[CH:3]=[C:4]([CH:8]=[CH:9][CH:10]=1)[C:5]([OH:7])=[O:6].[Na+].[I-:12].CN[C@@H]1CCCC[C@H]1NC.C[Si](C)(C)N[Si](C)(C)C.Cl, predict the reaction product. The product is: [I:12][C:2]1[CH:3]=[C:4]([CH:8]=[CH:9][CH:10]=1)[C:5]([OH:7])=[O:6]. (5) Given the reactants [Cl:1][C:2]1[C:3]2[N:4]([C:8]([C@@H:11]3[O:16][CH2:15][CH2:14][N:13]([C:17]([O:19][C:20]([CH3:23])([CH3:22])[CH3:21])=[O:18])[CH2:12]3)=[N:9][CH:10]=2)[CH:5]=[CH:6][N:7]=1.[Br:24]N1C(=O)CCC1=O, predict the reaction product. The product is: [C:20]([O:19][C:17]([N:13]1[CH2:14][CH2:15][O:16][C@@H:11]([C:8]2[N:4]3[CH:5]=[CH:6][N:7]=[C:2]([Cl:1])[C:3]3=[C:10]([Br:24])[N:9]=2)[CH2:12]1)=[O:18])([CH3:23])([CH3:22])[CH3:21]. (6) Given the reactants [CH3:1][O:2][C:3]1[CH:4]=[C:5]([CH2:11][C:12]([OH:14])=O)[CH:6]=[CH:7][C:8]=1[O:9][CH3:10].N1([C:20](N2C=CN=C2)=[O:21])C=CN=C1.CC[N:29]([CH2:32]C)CC, predict the reaction product. The product is: [CH3:1][O:2][C:3]1[CH:4]=[C:5]([CH2:11][C:12]([N:29]([O:21][CH3:20])[CH3:32])=[O:14])[CH:6]=[CH:7][C:8]=1[O:9][CH3:10]. (7) Given the reactants C(OC([N:8]1[CH2:17][CH2:16][C:15]2[C@:10]([CH2:28][O:29][CH3:30])([CH2:11][C:12]3[CH:20]=[N:19][N:18]([C:21]4[CH:26]=[CH:25][C:24]([F:27])=[CH:23][CH:22]=4)[C:13]=3[CH:14]=2)[CH2:9]1)=O)(C)(C)C.[Cl:31][C:32]1[N:37]=[CH:36][C:35]([S:38](Cl)(=[O:40])=[O:39])=[CH:34][CH:33]=1, predict the reaction product. The product is: [Cl:31][C:32]1[N:37]=[CH:36][C:35]([S:38]([N:8]2[CH2:17][CH2:16][C:15]3[C@:10]([CH2:28][O:29][CH3:30])([CH2:11][C:12]4[CH:20]=[N:19][N:18]([C:21]5[CH:22]=[CH:23][C:24]([F:27])=[CH:25][CH:26]=5)[C:13]=4[CH:14]=3)[CH2:9]2)(=[O:40])=[O:39])=[CH:34][CH:33]=1. (8) The product is: [Br:20][C:16]1[CH:15]=[C:14]([C:12]2[C:3]3[C:2](=[C:7]([C:8]([F:11])([F:10])[F:9])[CH:6]=[CH:5][CH:4]=3)[N:1]=[CH:21][N:40]=2)[CH:19]=[CH:18][CH:17]=1. Given the reactants [NH2:1][C:2]1[C:7]([C:8]([F:11])([F:10])[F:9])=[CH:6][CH:5]=[CH:4][C:3]=1[C:12]([C:14]1[CH:19]=[CH:18][CH:17]=[C:16]([Br:20])[CH:15]=1)=O.[CH2:21](OC(OCC)OCC)C.OS(O)(=O)=O.C([O-])(=O)C.[NH4+:40], predict the reaction product.